Task: Predict which catalyst facilitates the given reaction.. Dataset: Catalyst prediction with 721,799 reactions and 888 catalyst types from USPTO (1) Reactant: COCN[C:5]([C:7]1[CH2:11][CH2:10][CH:9]([O:12][Si:13]([C:26]([CH3:29])([CH3:28])[CH3:27])([C:20]2[CH:25]=[CH:24][CH:23]=[CH:22][CH:21]=2)[C:14]2[CH:19]=[CH:18][CH:17]=[CH:16][CH:15]=2)[CH:8]=1)=[O:6].[CH2:30](Cl)[C:31]1[CH:36]=[CH:35][CH:34]=[CH:33][CH:32]=1.[Mg].[Cl-].[NH4+]. The catalyst class is: 7. Product: [Si:13]([O:12][CH:9]1[CH2:10][CH2:11][C:7]([C:5](=[O:6])[CH2:30][C:31]2[CH:36]=[CH:35][CH:34]=[CH:33][CH:32]=2)=[CH:8]1)([C:26]([CH3:27])([CH3:29])[CH3:28])([C:14]1[CH:15]=[CH:16][CH:17]=[CH:18][CH:19]=1)[C:20]1[CH:21]=[CH:22][CH:23]=[CH:24][CH:25]=1. (2) Reactant: [F:1][C:2]([F:13])([F:12])[C:3](O[C:3](=[O:4])[C:2]([F:13])([F:12])[F:1])=[O:4].[OH:14][CH2:15][C@@H:16]([NH:26][C:27](=[O:29])[CH3:28])[CH2:17][C:18]1[CH:23]=[CH:22][C:21]([O:24][CH3:25])=[CH:20][CH:19]=1.CCCCCCC. Product: [F:1][C:2]([F:13])([F:12])[C:3]([O:14][CH2:15][C@@H:16]([NH:26][C:27](=[O:29])[CH3:28])[CH2:17][C:18]1[CH:23]=[CH:22][C:21]([O:24][CH3:25])=[CH:20][CH:19]=1)=[O:4]. The catalyst class is: 282. (3) Reactant: [CH2:1]([N:8]=[C:9]=[O:10])[C:2]1[CH:7]=[CH:6][CH:5]=[CH:4][CH:3]=1.[CH2:11]([C:15]1([CH2:25][CH:26]([CH3:28])[CH3:27])[C:19]2[CH2:20][NH:21][CH2:22][CH2:23][C:18]=2[C:17](=[O:24])[O:16]1)[CH:12]([CH3:14])[CH3:13]. Product: [CH2:1]([NH:8][C:9]([N:21]1[CH2:22][CH2:23][C:18]2[C:17](=[O:24])[O:16][C:15]([CH2:25][CH:26]([CH3:28])[CH3:27])([CH2:11][CH:12]([CH3:14])[CH3:13])[C:19]=2[CH2:20]1)=[O:10])[C:2]1[CH:7]=[CH:6][CH:5]=[CH:4][CH:3]=1. The catalyst class is: 4. (4) Reactant: I(C1C=CC=CC=1C(O)=O)(=O)=O.[CH2:13]([N:20]([C:50]([O:52][C:53]([CH3:56])([CH3:55])[CH3:54])=[O:51])[NH:21][C:22](=[O:49])[CH:23]([OH:48])[CH:24]([NH:32][C:33]([C@H:35]1[CH2:39][CH2:38][C:37](=[O:40])[N:36]1[CH2:41][C:42]1[CH:47]=[CH:46][CH:45]=[CH:44][CH:43]=1)=[O:34])[CH2:25][C:26]1[CH:31]=[CH:30][CH:29]=[CH:28][CH:27]=1)[C:14]1[CH:19]=[CH:18][CH:17]=[CH:16][CH:15]=1.C([O-])(O)=O.[Na+].O. Product: [CH2:13]([N:20]([C:50]([O:52][C:53]([CH3:56])([CH3:55])[CH3:54])=[O:51])[NH:21][C:22](=[O:49])[C:23](=[O:48])[CH:24]([NH:32][C:33]([C@H:35]1[CH2:39][CH2:38][C:37](=[O:40])[N:36]1[CH2:41][C:42]1[CH:43]=[CH:44][CH:45]=[CH:46][CH:47]=1)=[O:34])[CH2:25][C:26]1[CH:31]=[CH:30][CH:29]=[CH:28][CH:27]=1)[C:14]1[CH:19]=[CH:18][CH:17]=[CH:16][CH:15]=1. The catalyst class is: 16.